Dataset: Reaction yield outcomes from USPTO patents with 853,638 reactions. Task: Predict the reaction yield, written as a fraction of the theoretical maximum amount of product (1.0 means a 100% yield; for example, 0.34 means a 34% yield). (1) The reactants are [ClH:1].[CH:2]1([C:5]([C:7]2[CH:12]=[CH:11][C:10]([CH2:13][CH:14]([C:20]([O:22][CH2:23][CH3:24])=[O:21])[C:15]([O:17][CH2:18][CH3:19])=[O:16])=[CH:9][CH:8]=2)=[O:6])[CH2:4][CH2:3]1. The catalyst is C(O)C. The product is [Cl:1][CH2:4][CH2:3][CH2:2][C:5]([C:7]1[CH:12]=[CH:11][C:10]([CH2:13][CH:14]([C:20]([O:22][CH2:23][CH3:24])=[O:21])[C:15]([O:17][CH2:18][CH3:19])=[O:16])=[CH:9][CH:8]=1)=[O:6]. The yield is 0.590. (2) The reactants are FC(F)(F)C(O)=O.[C:8]1(=[C:14]([C:31]2[CH:36]=[CH:35][C:34]([OH:37])=[CH:33][CH:32]=2)[C:15]2[CH:20]=[CH:19][C:18](/[CH:21]=[CH:22]/[C:23]([O:25]C(C)(C)C)=[O:24])=[C:17]([F:30])[CH:16]=2)[CH2:13][CH2:12][CH2:11][CH2:10][CH2:9]1. The catalyst is C(Cl)Cl. The product is [C:8]1(=[C:14]([C:31]2[CH:36]=[CH:35][C:34]([OH:37])=[CH:33][CH:32]=2)[C:15]2[CH:20]=[CH:19][C:18](/[CH:21]=[CH:22]/[C:23]([OH:25])=[O:24])=[C:17]([F:30])[CH:16]=2)[CH2:13][CH2:12][CH2:11][CH2:10][CH2:9]1. The yield is 0.640. (3) The reactants are Br[CH2:2][C:3]1[S:4][C:5]2[CH:11]=[CH:10][CH:9]=[C:8]([C:12]3[CH:13]=[C:14]([CH:20]=[CH:21][CH:22]=3)[C:15]([O:17][CH2:18][CH3:19])=[O:16])[C:6]=2[CH:7]=1.CC1(C)C(C)(C)OB([C:31]2[CH:36]=[CH:35][CH:34]=[C:33]([C:37]([F:40])([F:39])[F:38])[N:32]=2)O1. No catalyst specified. The product is [F:38][C:37]([F:40])([F:39])[C:33]1[N:32]=[C:31]([CH2:2][C:3]2[S:4][C:5]3[CH:11]=[CH:10][CH:9]=[C:8]([C:12]4[CH:13]=[C:14]([CH:20]=[CH:21][CH:22]=4)[C:15]([O:17][CH2:18][CH3:19])=[O:16])[C:6]=3[CH:7]=2)[CH:36]=[CH:35][CH:34]=1. The yield is 0.620. (4) The reactants are Cl[C:2]1[C:11]2[C:6](=[CH:7][C:8]([O:14][CH3:15])=[C:9]([O:12][CH3:13])[CH:10]=2)[N:5]=[CH:4][CH:3]=1.C([O:18][C:19]1[C:20](=[CH:24][C:25]([O:28][CH3:29])=[CH:26][CH:27]=1)[C:21]([OH:23])=[O:22])C.O.Cl[C:32]1C=CC=C[C:33]=1Cl. The catalyst is CN(C)C1C=CN=CC=1. The product is [CH3:13][O:12][C:9]1[CH:10]=[C:11]2[C:6](=[CH:7][C:8]=1[O:14][CH3:15])[N:5]=[CH:4][CH:3]=[C:2]2[O:18][C:19]1[CH:27]=[CH:26][C:25]([O:28][CH3:29])=[CH:24][C:20]=1[C:21]([O:23][CH2:32][CH3:33])=[O:22]. The yield is 1.70. (5) The reactants are [Li+].CC([N-]C(C)C)C.[CH:9]1([C:12]2[C:17]([F:18])=[CH:16][N:15]=[C:14]([NH:19][C:20]3[CH:25]=[C:24]([C:26]4[S:30][CH:29]=[N:28][CH:27]=4)[CH:23]=[C:22]([F:31])[CH:21]=3)[N:13]=2)[CH2:11][CH2:10]1.[C:32]([Si:36]([CH3:43])([CH3:42])[O:37][CH2:38][C:39]([CH3:41])=[O:40])([CH3:35])([CH3:34])[CH3:33]. The catalyst is O1CCCC1. The product is [Si:36]([O:37][CH2:38][C:39]([C:29]1[S:30][C:26]([C:24]2[CH:23]=[C:22]([F:31])[CH:21]=[C:20]([NH:19][C:14]3[N:13]=[C:12]([CH:9]4[CH2:11][CH2:10]4)[C:17]([F:18])=[CH:16][N:15]=3)[CH:25]=2)=[CH:27][N:28]=1)([OH:40])[CH3:41])([C:32]([CH3:35])([CH3:34])[CH3:33])([CH3:43])[CH3:42]. The yield is 0.640. (6) The reactants are [CH3:1][C:2]([OH:4])=[O:3].[F:5][C:6]1C=[CH:12][C:11]([CH:14]2[C:27]3[CH:26]=[CH:25][C:24]4[C:19](=[N:20][CH:21]=[CH:22][CH:23]=4)[C:18]=3[NH:17][S:16](=[O:29])(=[O:28])[N:15]2[CH3:30])=[CH:10][C:7]=1C=O.[C-:31]#N.[Na+]. The catalyst is CO.O=[Mn]=O. The product is [CH3:31][O:3][C:2](=[O:4])[C:1]1[CH:12]=[C:11]([CH:14]2[C:27]3[CH:26]=[CH:25][C:24]4[C:19](=[N:20][CH:21]=[CH:22][CH:23]=4)[C:18]=3[NH:17][S:16](=[O:28])(=[O:29])[N:15]2[CH3:30])[CH:10]=[CH:7][C:6]=1[F:5]. The yield is 0.930. (7) The reactants are [CH3:1][N:2]1[C:6]([C:7]2[CH:8]=[C:9]3[C:13](=[CH:14][CH:15]=2)[C:12](=[O:16])[CH2:11][CH2:10]3)=[CH:5][CH:4]=[C:3]1[C:17]#[N:18].[I-].[Sm+3].[I-].[I-].[C:23](Cl)(=[O:25])[CH3:24].Cl. The catalyst is C(#N)C. The product is [C:23]([C:5]1[CH:4]=[C:3]([C:17]#[N:18])[N:2]([CH3:1])[C:6]=1[C:7]1[CH:8]=[C:9]2[C:13](=[CH:14][CH:15]=1)[C:12](=[O:16])[CH2:11][CH2:10]2)(=[O:25])[CH3:24]. The yield is 0.0800. (8) The reactants are [Si]([O:8][CH2:9][C:10]1[S:11][CH:12]=[C:13]([C:15]([C:21]2[CH:22]=[C:23]3[C:27](=[CH:28][CH:29]=2)[N:26]([C:30]2[CH:35]=[CH:34][C:33]([F:36])=[CH:32][CH:31]=2)[N:25]=[CH:24]3)([OH:20])[C:16]([F:19])([F:18])[F:17])[N:14]=1)(C(C)(C)C)(C)C.[F-].C([N+](CCCC)(CCCC)CCCC)CCC. The catalyst is C1COCC1. The product is [F:18][C:16]([F:17])([F:19])[C:15]([C:21]1[CH:22]=[C:23]2[C:27](=[CH:28][CH:29]=1)[N:26]([C:30]1[CH:35]=[CH:34][C:33]([F:36])=[CH:32][CH:31]=1)[N:25]=[CH:24]2)([C:13]1[N:14]=[C:10]([CH2:9][OH:8])[S:11][CH:12]=1)[OH:20]. The yield is 0.970. (9) The reactants are [CH:1]1([CH:6]=[CH:7][C:8]#[N:9])[CH2:5][CH2:4][CH2:3][CH2:2]1.C1CCN2C(=NCCC2)CC1.[NH:21]1[CH:25]=[C:24]([C:26]2[C:27]3[CH:34]=[CH:33][N:32]([CH2:35][O:36][CH2:37][CH2:38][Si:39]([CH3:42])([CH3:41])[CH3:40])[C:28]=3[N:29]=[CH:30][N:31]=2)[CH:23]=[N:22]1. The catalyst is C(#N)C.ClCCl. The product is [CH:1]1([CH:6]([N:21]2[CH:25]=[C:24]([C:26]3[C:27]4[CH:34]=[CH:33][N:32]([CH2:35][O:36][CH2:37][CH2:38][Si:39]([CH3:42])([CH3:41])[CH3:40])[C:28]=4[N:29]=[CH:30][N:31]=3)[CH:23]=[N:22]2)[CH2:7][C:8]#[N:9])[CH2:5][CH2:4][CH2:3][CH2:2]1. The yield is 0.977.